Dataset: Forward reaction prediction with 1.9M reactions from USPTO patents (1976-2016). Task: Predict the product of the given reaction. Given the reactants C([O:8][C:9](=[O:26])[CH2:10][C:11]1([OH:25])[CH2:16][CH2:15][CH:14]([NH:17]CC2C=CC=CC=2)[CH2:13][CH2:12]1)C1C=CC=CC=1.[C:35](O[C:35]([O:37][C:38]([CH3:41])([CH3:40])[CH3:39])=[O:36])([O:37][C:38]([CH3:41])([CH3:40])[CH3:39])=[O:36], predict the reaction product. The product is: [C:38]([O:37][C:35]([NH:17][CH:14]1[CH2:15][CH2:16][C:11]([CH2:10][C:9]([OH:26])=[O:8])([OH:25])[CH2:12][CH2:13]1)=[O:36])([CH3:39])([CH3:40])[CH3:41].